Task: Predict the reaction yield, written as a fraction of the theoretical maximum amount of product (1.0 means a 100% yield; for example, 0.34 means a 34% yield).. Dataset: Reaction yield outcomes from USPTO patents with 853,638 reactions The reactants are [CH2:1]([N:4]1[C:9](=[O:10])[C:8](Br)=[N:7][N:6]([C:12]2[CH:13]=[C:14]([NH:18][C:19](=[O:21])[CH3:20])[CH:15]=[CH:16][CH:17]=2)[C:5]1=[O:22])[CH:2]=[CH2:3].[Na].[CH3:24][OH:25]. No catalyst specified. The product is [CH2:1]([N:4]1[C:9](=[O:10])[C:8]([O:25][CH3:24])=[N:7][N:6]([C:12]2[CH:13]=[C:14]([NH:18][C:19](=[O:21])[CH3:20])[CH:15]=[CH:16][CH:17]=2)[C:5]1=[O:22])[CH:2]=[CH2:3]. The yield is 0.860.